Predict the reaction yield, written as a fraction of the theoretical maximum amount of product (1.0 means a 100% yield; for example, 0.34 means a 34% yield). From a dataset of Reaction yield outcomes from USPTO patents with 853,638 reactions. The reactants are [Li+].[OH-].[Cl:3][C:4]1[CH:38]=[CH:37][CH:36]=[C:35]([Cl:39])[C:5]=1[C:6]([NH:8][C@H:9]([C:31]([O:33]C)=[O:32])[CH2:10][C:11]1[CH:16]=[CH:15][C:14]([O:17][CH2:18][CH:19]([C:21]2[CH:30]=[CH:29][C:28]3[CH2:27][CH2:26][CH2:25][NH:24][C:23]=3[N:22]=2)[CH3:20])=[CH:13][CH:12]=1)=[O:7]. The catalyst is CC(N(C)C)=O.O. The product is [Cl:3][C:4]1[CH:38]=[CH:37][CH:36]=[C:35]([Cl:39])[C:5]=1[C:6]([NH:8][C@H:9]([C:31]([OH:33])=[O:32])[CH2:10][C:11]1[CH:12]=[CH:13][C:14]([O:17][CH2:18][CH:19]([C:21]2[CH:30]=[CH:29][C:28]3[CH2:27][CH2:26][CH2:25][NH:24][C:23]=3[N:22]=2)[CH3:20])=[CH:15][CH:16]=1)=[O:7]. The yield is 0.670.